This data is from Forward reaction prediction with 1.9M reactions from USPTO patents (1976-2016). The task is: Predict the product of the given reaction. Given the reactants [Cl:1][C:2]1[CH:3]=[C:4]([N:22]([CH2:33][CH3:34])[C@H:23]2[C@H:27]([O:28][CH2:29][CH2:30][O:31][CH3:32])[CH2:26][O:25][CH2:24]2)[C:5]([CH3:21])=[C:6]([CH:20]=1)[C:7]([NH:9][CH2:10][C:11]1[C:12]([CH3:19])=[N:13][N:14]([CH3:18])[C:15]=1[O:16]C)=[O:8].Cl, predict the reaction product. The product is: [Cl:1][C:2]1[CH:3]=[C:4]([N:22]([CH2:33][CH3:34])[C@H:23]2[C@H:27]([O:28][CH2:29][CH2:30][O:31][CH3:32])[CH2:26][O:25][CH2:24]2)[C:5]([CH3:21])=[C:6]([CH:20]=1)[C:7]([NH:9][CH2:10][C:11]1[C:15](=[O:16])[N:14]([CH3:18])[NH:13][C:12]=1[CH3:19])=[O:8].